This data is from Forward reaction prediction with 1.9M reactions from USPTO patents (1976-2016). The task is: Predict the product of the given reaction. (1) The product is: [Cl:1][C:2]1[C:3]([C:9]2[CH:14]=[C:13]([Cl:15])[CH:12]=[CH:11][C:10]=2[C:16]([F:17])([F:18])[F:19])=[CH:4][C:5](=[O:8])[N:6]([CH:21]([CH3:29])[C:22]([O:24][C:25]([CH3:28])([CH3:27])[CH3:26])=[O:23])[CH:7]=1. Given the reactants [Cl:1][C:2]1[C:3]([C:9]2[CH:14]=[C:13]([Cl:15])[CH:12]=[CH:11][C:10]=2[C:16]([F:19])([F:18])[F:17])=[CH:4][C:5](=[O:8])[NH:6][CH:7]=1.Br[CH:21]([CH3:29])[C:22]([O:24][C:25]([CH3:28])([CH3:27])[CH3:26])=[O:23], predict the reaction product. (2) Given the reactants [CH2:1]([C:3]1[CH:4]=[N:5][CH:6]=[CH:7][C:8]=1[C:9]1[O:13][C:12](=[O:14])[N:11]([CH3:15])[N:10]=1)[CH3:2].C(OC(=O)C1C=CN=CC=1CC)C.C(C1C=[N+]([O-])C=CC=1C1OC(=O)N(C)N=1)C.OO.C(=O)([O-])[O-].[K+].[K+].C(Cl)[Cl:54], predict the reaction product. The product is: [Cl:54][C:6]1[CH:7]=[C:8]([C:9]2[O:13][C:12](=[O:14])[N:11]([CH3:15])[N:10]=2)[C:3]([CH2:1][CH3:2])=[CH:4][N:5]=1.